This data is from Full USPTO retrosynthesis dataset with 1.9M reactions from patents (1976-2016). The task is: Predict the reactants needed to synthesize the given product. (1) The reactants are: [CH:1]1([N:6]2[CH2:12][C:11]([F:14])([F:13])[C:10](=[O:15])[N:9]([CH3:16])[C:8]3[CH:17]=[N:18][C:19]([NH:21][C:22]4[CH:30]=[CH:29][C:25]([C:26](O)=[O:27])=[CH:24][C:23]=4[O:31][CH3:32])=[N:20][C:7]2=3)[CH2:5][CH2:4][CH2:3][CH2:2]1.CN(C(ON1N=NC2C=CC=NC1=2)=[N+](C)C)C.F[P-](F)(F)(F)(F)F.[CH3:57][N:58]1[CH2:63][CH2:62][CH:61]([NH2:64])[CH2:60][CH2:59]1. Given the product [CH:1]1([N:6]2[CH2:12][C:11]([F:14])([F:13])[C:10](=[O:15])[N:9]([CH3:16])[C:8]3[CH:17]=[N:18][C:19]([NH:21][C:22]4[CH:30]=[CH:29][C:25]([C:26]([NH:64][CH:61]5[CH2:62][CH2:63][N:58]([CH3:57])[CH2:59][CH2:60]5)=[O:27])=[CH:24][C:23]=4[O:31][CH3:32])=[N:20][C:7]2=3)[CH2:5][CH2:4][CH2:3][CH2:2]1, predict the reactants needed to synthesize it. (2) Given the product [NH2:1][C:2]1[N:7]2[N:8]=[C:9]([C:11]([CH3:12])([CH3:14])[CH3:13])[CH:10]=[C:6]2[N:5]=[CH:4][C:3]=1[CH2:15][OH:16], predict the reactants needed to synthesize it. The reactants are: [NH2:1][C:2]1[N:7]2[N:8]=[C:9]([C:11]([CH3:14])([CH3:13])[CH3:12])[CH:10]=[C:6]2[N:5]=[CH:4][C:3]=1[C:15](OCC)=[O:16]. (3) Given the product [CH3:27][Si:28]([CH3:30])([CH3:29])[CH2:31][CH2:32][O:33][CH2:34][O:1][CH2:2][C:3]1[N:4]=[C:5]([C:8]2[N:13]=[C:12]([C:14]([O:16][CH3:17])=[O:15])[CH:11]=[CH:10][CH:9]=2)[S:6][CH:7]=1, predict the reactants needed to synthesize it. The reactants are: [OH:1][CH2:2][C:3]1[N:4]=[C:5]([C:8]2[N:13]=[C:12]([C:14]([O:16][CH3:17])=[O:15])[CH:11]=[CH:10][CH:9]=2)[S:6][CH:7]=1.CCN(C(C)C)C(C)C.[CH3:27][Si:28]([CH2:31][CH2:32][O:33][CH2:34]Cl)([CH3:30])[CH3:29]. (4) Given the product [OH:23][CH2:24][CH:25]([CH2:37][OH:38])[CH2:26][CH2:27][N:28]1[CH:35]=[C:34]([CH:1]=[CH2:2])[C:32](=[O:33])[NH:31][C:29]1=[O:30], predict the reactants needed to synthesize it. The reactants are: [C:1]1(P(C2C=CC=CC=2)C2C=CC=CC=2)C=CC=C[CH:2]=1.[OH-].[Ca+2].[OH-].[OH:23][CH2:24][CH:25]([CH2:37][OH:38])[CH2:26][CH2:27][N:28]1[CH:35]=[C:34](I)[C:32](=[O:33])[NH:31][C:29]1=[O:30].C(OC=C)(=O)C. (5) Given the product [C:1]12([NH:6][C:7]([C:9]3[CH:10]=[C:11]([C:15]4[C:16]([CH2:35][C:36]([N:41]([CH3:42])[CH3:40])=[O:37])=[CH:17][C:18]5[O:22][C:21]([C:23]6[CH:24]=[CH:25][C:26]([F:29])=[CH:27][CH:28]=6)=[C:20]([C:30]([NH:31][CH3:32])=[O:33])[C:19]=5[CH:34]=4)[CH:12]=[CH:13][CH:14]=3)=[O:8])[CH2:2][CH:3]([CH2:5]1)[CH2:4]2, predict the reactants needed to synthesize it. The reactants are: [C:1]12([NH:6][C:7]([C:9]3[CH:10]=[C:11]([C:15]4[C:16]([CH2:35][C:36](O)=[O:37])=[CH:17][C:18]5[O:22][C:21]([C:23]6[CH:28]=[CH:27][C:26]([F:29])=[CH:25][CH:24]=6)=[C:20]([C:30](=[O:33])[NH:31][CH3:32])[C:19]=5[CH:34]=4)[CH:12]=[CH:13][CH:14]=3)=[O:8])[CH2:5][CH:3]([CH2:4]1)[CH2:2]2.Cl.[CH3:40][NH:41][CH3:42].CCN(C(C)C)C(C)C.CN(C(ON1N=NC2C=CC=NC1=2)=[N+](C)C)C.F[P-](F)(F)(F)(F)F. (6) Given the product [F:65][C:62]1[CH:63]=[CH:64][C:59]2[N:58]=[C:57]([CH:66]([NH:68][C:69](=[O:71])[CH3:70])[CH3:67])[N:56]([C:52]3[CH:53]=[N:54][CH:55]=[C:50]([NH:76][S:73]([CH3:72])(=[O:75])=[O:74])[CH:51]=3)[C:60]=2[CH:61]=1, predict the reactants needed to synthesize it. The reactants are: C(=O)([O-])[O-].[Cs+].[Cs+].CC1(C)C2C(=C(P(C3C=CC=CC=3)C3C=CC=CC=3)C=CC=2)OC2C(P(C3C=CC=CC=3)C3C=CC=CC=3)=CC=CC1=2.Br[C:50]1[CH:51]=[C:52]([N:56]2[C:60]3[CH:61]=[C:62]([F:65])[CH:63]=[CH:64][C:59]=3[N:58]=[C:57]2[CH:66]([NH:68][C:69](=[O:71])[CH3:70])[CH3:67])[CH:53]=[N:54][CH:55]=1.[CH3:72][S:73]([NH2:76])(=[O:75])=[O:74]. (7) Given the product [CH3:12][O:11][C:6](=[O:10])[CH:7]([CH3:9])[CH2:8][NH:5][CH:1]1[CH2:4][CH2:3][CH2:2]1, predict the reactants needed to synthesize it. The reactants are: [CH:1]1([NH2:5])[CH2:4][CH2:3][CH2:2]1.[C:6]([O:11][CH3:12])(=[O:10])[C:7]([CH3:9])=[CH2:8].